Dataset: Reaction yield outcomes from USPTO patents with 853,638 reactions. Task: Predict the reaction yield, written as a fraction of the theoretical maximum amount of product (1.0 means a 100% yield; for example, 0.34 means a 34% yield). (1) The reactants are C[O:2][C:3](=[O:27])[C@@H:4]([N:12]1[CH2:16][C:15]2=[CH:17][C:18]3[CH:19]=[CH:20][CH:21]=[C:22]([Cl:25])[C:23]=3[O:24][CH:14]2[C:13]1=[O:26])[CH2:5][CH:6]1[CH2:11][CH2:10][CH2:9][CH2:8][CH2:7]1.O.[OH-].[Li+]. The catalyst is O1CCCC1.O. The product is [Cl:25][C:22]1[C:23]2[O:24][C:14]3[C:13](=[O:26])[N:12]([C@@H:4]([CH2:5][CH:6]4[CH2:11][CH2:10][CH2:9][CH2:8][CH2:7]4)[C:3]([OH:27])=[O:2])[CH2:16][C:15]=3[CH2:17][C:18]=2[CH:19]=[CH:20][CH:21]=1. The yield is 0.833. (2) The reactants are [CH2:1]([O:8][C:9]1[CH:14]=[CH:13][C:12]([C@@H:15]([O:18][Si:19]([C:22]([CH3:25])([CH3:24])[CH3:23])([CH3:21])[CH3:20])[CH2:16]Br)=[CH:11][C:10]=1[NH:26][CH:27]=[O:28])[C:2]1[CH:7]=[CH:6][CH:5]=[CH:4][CH:3]=1.[CH2:29]([NH2:36])[C:30]1[CH:35]=[CH:34][CH:33]=[CH:32][CH:31]=1. The catalyst is CN1CCCC1=O. The product is [CH2:29]([NH:36][CH2:16][C@@H:15]([C:12]1[CH:13]=[CH:14][C:9]([O:8][CH2:1][C:2]2[CH:7]=[CH:6][CH:5]=[CH:4][CH:3]=2)=[C:10]([NH:26][CH:27]=[O:28])[CH:11]=1)[O:18][Si:19]([C:22]([CH3:25])([CH3:24])[CH3:23])([CH3:21])[CH3:20])[C:30]1[CH:35]=[CH:34][CH:33]=[CH:32][CH:31]=1. The yield is 0.900. (3) The reactants are [S:1]1[CH2:5][CH2:4][NH:3][CH:2]1[C:6]([OH:8])=[O:7].[C:9](O[C:9]([O:11][C:12]([CH3:15])([CH3:14])[CH3:13])=[O:10])([O:11][C:12]([CH3:15])([CH3:14])[CH3:13])=[O:10]. No catalyst specified. The product is [C:12]([O:11][C:9]([N:3]1[CH2:4][CH2:5][S:1][CH:2]1[C:6]([OH:8])=[O:7])=[O:10])([CH3:15])([CH3:14])[CH3:13]. The yield is 0.970.